Dataset: Reaction yield outcomes from USPTO patents with 853,638 reactions. Task: Predict the reaction yield, written as a fraction of the theoretical maximum amount of product (1.0 means a 100% yield; for example, 0.34 means a 34% yield). The reactants are [F:1][C:2]1[CH:7]=[CH:6][C:5](/[CH:8]=[CH:9]/[C:10]([OH:12])=O)=[CH:4][CH:3]=1.C(N(CC)CC)C.C1C=CC(P([N:34]=[N+:35]=[N-:36])(C2C=CC=CC=2)=O)=CC=1. The catalyst is C1C=CC=CC=1. The product is [F:1][C:2]1[CH:7]=[CH:6][C:5](/[CH:8]=[CH:9]/[C:10]([N:34]=[N+:35]=[N-:36])=[O:12])=[CH:4][CH:3]=1. The yield is 0.900.